Dataset: HIV replication inhibition screening data with 41,000+ compounds from the AIDS Antiviral Screen. Task: Binary Classification. Given a drug SMILES string, predict its activity (active/inactive) in a high-throughput screening assay against a specified biological target. (1) The result is 0 (inactive). The molecule is CCOC(=O)c1[nH]cc(C)c1-c1ccn(-c2ccccc2)c1. (2) The molecule is COc1ccc2nccc(NCCCN3CCN(CCCNc4ccnc5ccc(OC)cc45)CC3)c2c1. The result is 0 (inactive). (3) The compound is Cn1ccc(-c2cn(C)c3ccnn3c2=O)n1. The result is 0 (inactive). (4) The molecule is Oc1nnc(NCc2ccccc2)c2nnn(Cc3ccccc3)c12. The result is 0 (inactive). (5) The drug is O=C1c2sccc2C(NC(=O)C(F)(F)F)C1Cl. The result is 0 (inactive). (6) The drug is COc1cc(C=Cc2csnn2)cc(OC)c1OC. The result is 0 (inactive). (7) The compound is CCOC(=O)COc1ccc(CC(NC(=O)OC2CCOC2)C(O)CN(CC(C)C)S(=O)(=O)c2ccc(N)cc2)cc1. The result is 1 (active). (8) The molecule is O=c1oc(-c2ccccc2)c(-c2ccccc2)c(-c2ccccc2)c1-c1ccccc1. The result is 0 (inactive).